This data is from Full USPTO retrosynthesis dataset with 1.9M reactions from patents (1976-2016). The task is: Predict the reactants needed to synthesize the given product. (1) Given the product [CH3:1][N:2]1[CH:6]=[CH:5][CH:4]=[C:3]1[C:7]1[C:8](=[N:13][NH:14][C:15]2[CH:16]=[CH:17][CH:22]=[CH:23][CH:24]=2)[C:9]([NH2:12])=[N:10][N:11]=1, predict the reactants needed to synthesize it. The reactants are: [CH3:1][N:2]1[CH:6]=[CH:5][CH:4]=[C:3]1[C:7]1[C:8](=[N:13][NH:14][C:15]2[CH:16]=[C:17]3[C:22](=[CH:23][CH:24]=2)N=CC=C3)[C:9]([NH2:12])=[N:10][N:11]=1.NC1C=C2C(=CC=1)N=CC=C2. (2) Given the product [CH3:3][C:2]([C@H:4]1[C@@H:8]2[C@@H:9]3[C@@:22]([CH3:25])([CH2:23][CH2:24][C@@:7]2([CH:31]=[O:32])[CH2:6][CH2:5]1)[C@@:21]1([CH3:26])[C@@H:12]([C@:13]2([CH3:30])[C@@H:18]([CH2:19][CH2:20]1)[C:17]([CH3:28])([CH3:27])[C@@H:16]([OH:29])[CH2:15][CH2:14]2)[CH2:11][CH2:10]3)=[CH2:1], predict the reactants needed to synthesize it. The reactants are: [CH3:1][C:2]([C@H:4]1[C@@H:8]2[C@@H:9]3[C@@:22]([CH3:25])([CH2:23][CH2:24][C@@:7]2([CH2:31][OH:32])[CH2:6][CH2:5]1)[C@@:21]1([CH3:26])[C@@H:12]([C@:13]2([CH3:30])[C@@H:18]([CH2:19][CH2:20]1)[C:17]([CH3:28])([CH3:27])[C@@H:16]([OH:29])[CH2:15][CH2:14]2)[CH2:11][CH2:10]3)=[CH2:3].CC1(C)N([O])C(C)(C)CCC1.C(Cl)Cl.OP([O-])(O)=O.[K+].